This data is from Reaction yield outcomes from USPTO patents with 853,638 reactions. The task is: Predict the reaction yield, written as a fraction of the theoretical maximum amount of product (1.0 means a 100% yield; for example, 0.34 means a 34% yield). (1) The reactants are [C:1]([O:5][C:6]([N:8]1[CH2:13][CH2:12][CH2:11][CH2:10][CH:9]1[CH2:14][C:15]([OH:17])=O)=[O:7])([CH3:4])([CH3:3])[CH3:2].C(N(CC)C(C)C)(C)C.CN([C:30]([O:34][N:35]1N=NC2C=CC=N[C:36]1=2)=[N+](C)C)C.F[P-](F)(F)(F)(F)F.CONC.Cl. The catalyst is CN(C=O)C. The product is [C:1]([O:5][C:6]([N:8]1[CH2:13][CH2:12][CH2:11][CH2:10][CH:9]1[CH2:14][C:15](=[O:17])[N:35]([O:34][CH3:30])[CH3:36])=[O:7])([CH3:2])([CH3:3])[CH3:4]. The yield is 0.900. (2) The reactants are [F:1][C:2]([F:24])([F:23])[CH:3]([C:14]1[CH:19]=[C:18]([Cl:20])[C:17]([Cl:21])=[C:16]([Cl:22])[CH:15]=1)/[CH:4]=[CH:5]/[C:6]1[CH:11]=[CH:10][C:9]([NH:12][NH2:13])=[CH:8][CH:7]=1.CCN(C(C)C)C(C)C.C1C=CC2N(O)N=NC=2C=1.O.CCN=C=NCCCN(C)C.Cl.[CH:57]1([C:60](Cl)=[O:61])[CH2:59][CH2:58]1. The catalyst is C(Cl)Cl.C([O-])(O)=O.[Na+]. The product is [F:24][C:2]([F:1])([F:23])[CH:3]([C:14]1[CH:15]=[C:16]([Cl:22])[C:17]([Cl:21])=[C:18]([Cl:20])[CH:19]=1)/[CH:4]=[CH:5]/[C:6]1[CH:11]=[CH:10][C:9]([NH:12][NH:13][C:60]([CH:57]2[CH2:59][CH2:58]2)=[O:61])=[CH:8][CH:7]=1. The yield is 0.550. (3) The reactants are S(O)(O)(=O)=O.[NH2:6][OH:7].[C:8]1(=O)[C@@H:16]2[C@@H:11]([CH2:12][CH:13]=[CH:14][CH2:15]2)[C:10](=[O:17])[O:9]1.[OH-].[Na+]. The catalyst is O. The product is [OH:7][N:6]1[C:8](=[O:9])[C@H:16]2[C@H:11]([CH2:12][CH:13]=[CH:14][CH2:15]2)[C:10]1=[O:17]. The yield is 0.870. (4) The catalyst is O. The product is [CH:7]([N:10]1[CH2:11][CH2:12][CH2:13][CH2:14][CH:15]1[CH2:32][CH2:31][OH:30])([CH3:8])[CH3:9]. The reactants are [H-].[Al+3].[Li+].[H-].[H-].[H-].[CH:7]([N:10]1[CH2:15][CH2:14][CH:13](CC(OCC)=O)[CH2:12][CH2:11]1)([CH3:9])[CH3:8].[OH-].[Na+].S([O-])([O-])(=O)=O.[Mg+2].[O:30]1CC[CH2:32][CH2:31]1. The yield is 0.990. (5) The reactants are [Cl:1][C:2]1[C:10]2[NH:9][C:8](=O)[N:7]([CH2:12][CH2:13][CH2:14][C:15]([O:17][CH2:18][CH3:19])=[O:16])[C:6]=2[C:5]([CH:20]([CH2:23][CH3:24])[CH2:21][CH3:22])=[CH:4][CH:3]=1.P(Cl)(Cl)([Cl:27])=O. No catalyst specified. The product is [Cl:27][C:8]1[N:7]([CH2:12][CH2:13][CH2:14][C:15]([O:17][CH2:18][CH3:19])=[O:16])[C:6]2[C:5]([CH:20]([CH2:23][CH3:24])[CH2:21][CH3:22])=[CH:4][CH:3]=[C:2]([Cl:1])[C:10]=2[N:9]=1. The yield is 0.340. (6) The reactants are [C:1]([NH:4][NH2:5])(=[O:3])[CH3:2].C(N(C(C)C)CC)(C)C.[CH3:15][C:16]1[C:21]([CH3:22])=[C:20]([N:23]2[CH2:28][CH2:27][N:26]([C:29]3[CH:34]=[CH:33][C:32]([C:35]([F:38])([F:37])[F:36])=[CH:31][N:30]=3)[CH2:25][CH2:24]2)[N:19]=[N:18][C:17]=1[CH2:39][C:40](O)=[O:41].C1C=CC2N(O)N=NC=2C=1.CN(C(ON1N=NC2C=CC=CC1=2)=[N+](C)C)C.F[P-](F)(F)(F)(F)F. The catalyst is CN(C=O)C. The product is [CH3:15][C:16]1[C:21]([CH3:22])=[C:20]([N:23]2[CH2:28][CH2:27][N:26]([C:29]3[CH:34]=[CH:33][C:32]([C:35]([F:38])([F:37])[F:36])=[CH:31][N:30]=3)[CH2:25][CH2:24]2)[N:19]=[N:18][C:17]=1[CH2:39][C:40]([NH:5][NH:4][C:1](=[O:3])[CH3:2])=[O:41]. The yield is 0.900.